This data is from Forward reaction prediction with 1.9M reactions from USPTO patents (1976-2016). The task is: Predict the product of the given reaction. (1) Given the reactants [NH2:1][CH2:2][C@H:3]1[N:8]([C:9]([C:11]2[N:12]=[C:13]([CH3:23])[S:14][C:15]=2[C:16]2[CH:17]=[C:18]([CH3:22])[CH:19]=[CH:20][CH:21]=2)=[O:10])[CH2:7][C@@H:6]2[C@H:4]1[CH2:5]2.[CH3:24][N:25]1[CH:29]=[CH:28][CH:27]=[C:26]1[C:30](O)=[O:31], predict the reaction product. The product is: [CH3:23][C:13]1[S:14][C:15]([C:16]2[CH:17]=[C:18]([CH3:22])[CH:19]=[CH:20][CH:21]=2)=[C:11]([C:9]([N:8]2[CH2:7][C@@H:6]3[C@@H:4]([CH2:5]3)[C@H:3]2[CH2:2][NH:1][C:30]([C:26]2[N:25]([CH3:24])[CH:29]=[CH:28][CH:27]=2)=[O:31])=[O:10])[N:12]=1. (2) Given the reactants [CH3:1][S:2]([C:5]1[N:10]=[C:9]([C:11]2[CH:16]=[CH:15][C:14]([Cl:17])=[CH:13][C:12]=2[Cl:18])[C:8]([C:19]2[CH:24]=[CH:23][C:22]([Cl:25])=[CH:21][CH:20]=2)=[C:7](S(C)(=O)=O)[N:6]=1)(=[O:4])=[O:3].[OH:30][C:31]1[CH:32]=[N:33][CH:34]=[CH:35][CH:36]=1.C([Li])CCC, predict the reaction product. The product is: [CH3:1][S:2]([C:5]1[N:6]=[C:7]([O:30][C:31]2[CH:32]=[N:33][CH:34]=[CH:35][CH:36]=2)[C:8]([C:19]2[CH:20]=[CH:21][C:22]([Cl:25])=[CH:23][CH:24]=2)=[C:9]([C:11]2[CH:16]=[CH:15][C:14]([Cl:17])=[CH:13][C:12]=2[Cl:18])[N:10]=1)(=[O:4])=[O:3].